From a dataset of Reaction yield outcomes from USPTO patents with 853,638 reactions. Predict the reaction yield, written as a fraction of the theoretical maximum amount of product (1.0 means a 100% yield; for example, 0.34 means a 34% yield). The reactants are Br[C:2]1[CH:7]=[CH:6][C:5]([S:8]([N:11]2[CH2:26][CH2:25][C:14]3([O:19][CH2:18][C:17](=[O:20])[N:16]([C:21]([CH3:24])([CH3:23])[CH3:22])[CH2:15]3)[CH2:13][CH2:12]2)(=[O:10])=[O:9])=[CH:4][CH:3]=1.CC1(C)C(C)(C)OB([C:35]2[CH:44]=[C:43]3[C:38]([CH:39]=[CH:40][CH:41]=[N:42]3)=[CH:37][CH:36]=2)O1.C(=O)([O-])[O-].[K+].[K+]. The catalyst is O1CCOCC1.O.C1C=CC(P(C2C=CC=CC=2)[C-]2C=CC=C2)=CC=1.C1C=CC(P(C2C=CC=CC=2)[C-]2C=CC=C2)=CC=1.Cl[Pd]Cl.[Fe+2].C(Cl)Cl. The product is [CH3:22][C:21]([N:16]1[CH2:15][C:14]2([CH2:25][CH2:26][N:11]([S:8]([C:5]3[CH:6]=[CH:7][C:2]([C:35]4[CH:44]=[C:43]5[C:38]([CH:39]=[CH:40][CH:41]=[N:42]5)=[CH:37][CH:36]=4)=[CH:3][CH:4]=3)(=[O:10])=[O:9])[CH2:12][CH2:13]2)[O:19][CH2:18][C:17]1=[O:20])([CH3:24])[CH3:23]. The yield is 0.480.